Dataset: Catalyst prediction with 721,799 reactions and 888 catalyst types from USPTO. Task: Predict which catalyst facilitates the given reaction. (1) Reactant: C(S([C:11]1[N:12]=[C:13]([NH:21][C@@H:22]([CH2:26][OH:27])[CH2:23][CH2:24][CH3:25])[C:14]2[S:19][C:18](=[O:20])[NH:17][C:15]=2[N:16]=1)(=O)=O)C1C=CC=CC=1.[C:28]1([C@@H:34]([OH:36])[CH3:35])[CH:33]=[CH:32][CH:31]=[CH:30][CH:29]=1.[Li]CCCC. Product: [OH:27][CH2:26][C@H:22]([NH:21][C:13]1[C:14]2[S:19][C:18](=[O:20])[NH:17][C:15]=2[N:16]=[C:11]([O:36][C@H:34]([C:28]2[CH:33]=[CH:32][CH:31]=[CH:30][CH:29]=2)[CH3:35])[N:12]=1)[CH2:23][CH2:24][CH3:25]. The catalyst class is: 774. (2) Reactant: [Cl:1][C:2]1[CH:7]=[C:6]([Cl:8])[CH:5]=[C:4]([Cl:9])[C:3]=1[C:10]1([C:13]#[N:14])[CH2:12][CH2:11]1.[H-].[H-].[H-].[H-].[Li+].[Al+3].[OH-].[Na+].[O-]S([O-])(=O)=O.[Na+].[Na+]. Product: [Cl:1][C:2]1[CH:7]=[C:6]([Cl:8])[CH:5]=[C:4]([Cl:9])[C:3]=1[C:10]1([CH2:13][NH2:14])[CH2:11][CH2:12]1. The catalyst class is: 316. (3) Reactant: [CH2:1]([O:8][C@H:9]1[C@H:15]([O:16][CH2:17][C:18]2[CH:23]=[CH:22][CH:21]=[CH:20][CH:19]=2)[C@@H:14]([O:24][CH2:25][C:26]2[CH:31]=[CH:30][CH:29]=[CH:28][CH:27]=2)[C@:13]2([C:33]3[CH:38]=[CH:37][C:36]([Cl:39])=[C:35]([CH2:40][C:41]4[CH:46]=[CH:45][C:44]([O:47][C:48]([F:51])([F:50])[F:49])=[CH:43][CH:42]=4)[CH:34]=3)[O:32][C@@:10]1([CH2:52][OH:53])[CH2:11][O:12]2)[C:2]1[CH:7]=[CH:6][CH:5]=[CH:4][CH:3]=1.I(C1C=CC=CC=1C(O)=O)(=O)=O. Product: [CH2:1]([O:8][C@H:9]1[C@H:15]([O:16][CH2:17][C:18]2[CH:23]=[CH:22][CH:21]=[CH:20][CH:19]=2)[C@@H:14]([O:24][CH2:25][C:26]2[CH:31]=[CH:30][CH:29]=[CH:28][CH:27]=2)[C@:13]2([C:33]3[CH:38]=[CH:37][C:36]([Cl:39])=[C:35]([CH2:40][C:41]4[CH:42]=[CH:43][C:44]([O:47][C:48]([F:51])([F:50])[F:49])=[CH:45][CH:46]=4)[CH:34]=3)[O:32][C@@:10]1([CH:52]=[O:53])[CH2:11][O:12]2)[C:2]1[CH:3]=[CH:4][CH:5]=[CH:6][CH:7]=1. The catalyst class is: 13. (4) Reactant: [H-].[Na+].[F:3][C:4]1[CH:9]=[CH:8][C:7]([CH2:10][C:11]#[N:12])=[CH:6][CH:5]=1.[C:13](=O)([O:17]CC)[O:14][CH2:15][CH3:16]. Product: [C:11]([CH:10]([C:7]1[CH:8]=[CH:9][C:4]([F:3])=[CH:5][CH:6]=1)[C:13]([O:14][CH2:15][CH3:16])=[O:17])#[N:12]. The catalyst class is: 1. (5) Reactant: [Cl:1][C:2]1[CH:3]=[CH:4][C:5]([C:25]#[N:26])=[C:6]([C:8]2[C:13]([O:14][CH3:15])=[CH:12][N:11]([CH2:16][C:17]([O:19][C:20]([CH3:23])([CH3:22])[CH3:21])=[O:18])[C:10](=[O:24])[CH:9]=2)[CH:7]=1.FC(F)(F)S(O[CH2:33][CH2:34][O:35][CH3:36])(=O)=O.[Cl-].[NH4+]. Product: [Cl:1][C:2]1[CH:3]=[CH:4][C:5]([C:25]#[N:26])=[C:6]([C:8]2[C:13]([O:14][CH3:15])=[CH:12][N:11]([CH:16]([CH2:33][CH2:34][O:35][CH3:36])[C:17]([O:19][C:20]([CH3:21])([CH3:22])[CH3:23])=[O:18])[C:10](=[O:24])[CH:9]=2)[CH:7]=1. The catalyst class is: 1. (6) Reactant: [H-].[Al+3].[Li+].[H-].[H-].[H-].[F:7][C:8]1([F:23])[O:13][C:12]2[CH:14]=[CH:15][C:16]([C:18](O)=[O:19])=[CH:17][C:11]=2[O:10][C:9]1([F:22])[F:21].[OH-].[Na+]. Product: [F:23][C:8]1([F:7])[O:13][C:12]2[CH:14]=[CH:15][C:16]([CH2:18][OH:19])=[CH:17][C:11]=2[O:10][C:9]1([F:21])[F:22]. The catalyst class is: 7. (7) Reactant: [CH2:1]([O:8][N:9]1[C:14]2[N:15]=[CH:16][N:17]=[C:18]([CH3:19])[C:13]=2[C:12]([OH:20])=[C:11](C(OCC)=O)[C:10]1=[O:26])[C:2]1[CH:7]=[CH:6][CH:5]=[CH:4][CH:3]=1.Cl.O1CCOCC1.C(OCC)(=O)C. Product: [CH2:1]([O:8][N:9]1[C:14]2[N:15]=[CH:16][N:17]=[C:18]([CH3:19])[C:13]=2[C:12]([OH:20])=[CH:11][C:10]1=[O:26])[C:2]1[CH:3]=[CH:4][CH:5]=[CH:6][CH:7]=1. The catalyst class is: 6. (8) Reactant: C(OCC)(=O)C.[CH2:7]([O:9][C:10]1[CH:15]=[CH:14][C:13]([C:16]2[C:21]([NH:22][C:23](=[O:42])[CH2:24][CH2:25][N:26]([C:34]3[CH:39]=[CH:38][C:37]([O:40][CH3:41])=[CH:36][CH:35]=3)[C:27](=[O:33])OC(C)(C)C)=[CH:20][CH:19]=[C:18]([O:43][CH3:44])[N:17]=2)=[CH:12][CH:11]=1)[CH3:8].Cl.C(OCC)(=O)C.[Br:52][CH:53](C)[C:54](Cl)=O. Product: [Br:52][CH:53]([CH3:54])[C:27]([N:26]([C:34]1[CH:39]=[CH:38][C:37]([O:40][CH3:41])=[CH:36][CH:35]=1)[CH2:25][CH2:24][C:23]([NH:22][C:21]1[C:16]([C:13]2[CH:14]=[CH:15][C:10]([O:9][CH2:7][CH3:8])=[CH:11][CH:12]=2)=[N:17][C:18]([O:43][CH3:44])=[CH:19][CH:20]=1)=[O:42])=[O:33]. The catalyst class is: 6. (9) Reactant: C([NH:4][C:5]1[CH:10]=[CH:9][C:8]([N:11]([CH2:33][C:34]2[CH:39]=[CH:38][CH:37]=[C:36]([C:40]#[N:41])[CH:35]=2)[CH:12]2[CH2:17][CH2:16][N:15]([CH:18]([CH3:32])[CH2:19][CH2:20][NH:21][C:22]([C:24]3[C:25]([CH3:31])=[N:26][CH:27]=[N:28][C:29]=3[CH3:30])=[O:23])[CH2:14][CH2:13]2)=[CH:7][CH:6]=1)(=O)C.Cl. Product: [NH2:4][C:5]1[CH:6]=[CH:7][C:8]([N:11]([CH2:33][C:34]2[CH:39]=[CH:38][CH:37]=[C:36]([C:40]#[N:41])[CH:35]=2)[CH:12]2[CH2:17][CH2:16][N:15]([CH:18]([CH3:32])[CH2:19][CH2:20][NH:21][C:22]([C:24]3[C:29]([CH3:30])=[N:28][CH:27]=[N:26][C:25]=3[CH3:31])=[O:23])[CH2:14][CH2:13]2)=[CH:9][CH:10]=1. The catalyst class is: 5. (10) The catalyst class is: 4. Reactant: Cl.[Cl:2][C:3]1[CH:8]=[CH:7][CH:6]=[CH:5][C:4]=1[CH:9]1[N:13]([C:14]2[CH:19]=[CH:18][CH:17]=[C:16]([N:20]3[CH2:25][CH2:24][NH:23][CH2:22][CH2:21]3)[CH:15]=2)[N:12]=[C:11]([C:26]([C:32]([F:35])([F:34])[F:33])([C:28]([F:31])([F:30])[F:29])[OH:27])[CH2:10]1.[CH3:36][S:37](Cl)(=[O:39])=[O:38].C(N(CC)CC)C. Product: [Cl:2][C:3]1[CH:8]=[CH:7][CH:6]=[CH:5][C:4]=1[CH:9]1[N:13]([C:14]2[CH:19]=[CH:18][CH:17]=[C:16]([N:20]3[CH2:21][CH2:22][N:23]([S:37]([CH3:36])(=[O:39])=[O:38])[CH2:24][CH2:25]3)[CH:15]=2)[N:12]=[C:11]([C:26]([C:28]([F:31])([F:30])[F:29])([C:32]([F:33])([F:35])[F:34])[OH:27])[CH2:10]1.